From a dataset of Reaction yield outcomes from USPTO patents with 853,638 reactions. Predict the reaction yield, written as a fraction of the theoretical maximum amount of product (1.0 means a 100% yield; for example, 0.34 means a 34% yield). The reactants are [OH:1][C@@H:2]1[C:10]2[C:5](=[CH:6][CH:7]=[CH:8][CH:9]=2)[CH2:4][C@@:3]1([CH2:20][C:21]1[CH:29]=[CH:28][C:24]([C:25]([OH:27])=[O:26])=[CH:23][CH:22]=1)[C:11]1[CH2:12][C:13]2[C:18]([CH:19]=1)=[CH:17][CH:16]=[CH:15][CH:14]=2.C1CCC(N=C=NC2CCCCC2)CC1.C1C2C(COC([NH:62][C@H:63]([C:68](O)=[O:69])[C@H:64]([CH2:66][CH3:67])[CH3:65])=O)C3C(=CC=CC=3)C=2C=CC=1. The catalyst is CN(C1C=CN=CC=1)C.C(OCC)(=O)C. The product is [NH2:62][C@H:63]([C:68]([O:1][C@@H:2]1[C:10]2[C:5](=[CH:6][CH:7]=[CH:8][CH:9]=2)[CH2:4][C@@:3]1([CH2:20][C:21]1[CH:29]=[CH:28][C:24]([C:25]([OH:27])=[O:26])=[CH:23][CH:22]=1)[C:11]1[CH2:12][C:13]2[C:18]([CH:19]=1)=[CH:17][CH:16]=[CH:15][CH:14]=2)=[O:69])[C@H:64]([CH2:66][CH3:67])[CH3:65]. The yield is 0.310.